Dataset: Full USPTO retrosynthesis dataset with 1.9M reactions from patents (1976-2016). Task: Predict the reactants needed to synthesize the given product. (1) Given the product [CH2:18]([O:20][C:21](=[O:49])[C@H:22]([CH2:34][C:35]1[CH:40]=[CH:39][C:38]([C:6]2[C:5]([O:4][CH2:3][O:2][CH3:1])=[CH:10][CH:9]=[CH:8][C:7]=2[O:11][CH2:12][O:13][CH3:14])=[CH:37][CH:36]=1)[NH:23][C:24](=[O:33])[C:25]1[C:26]([Cl:32])=[CH:27][CH:28]=[CH:29][C:30]=1[Cl:31])[CH3:19], predict the reactants needed to synthesize it. The reactants are: [CH3:1][O:2][CH2:3][O:4][C:5]1[CH:10]=[CH:9][CH:8]=[C:7]([O:11][CH2:12][O:13][CH3:14])[C:6]=1B(O)O.[CH2:18]([O:20][C:21](=[O:49])[C@H:22]([CH2:34][C:35]1[CH:40]=[CH:39][C:38](OS(C(F)(F)F)(=O)=O)=[CH:37][CH:36]=1)[NH:23][C:24](=[O:33])[C:25]1[C:30]([Cl:31])=[CH:29][CH:28]=[CH:27][C:26]=1[Cl:32])[CH3:19]. (2) Given the product [C:1]([P:5]([C:7]([CH3:10])([CH3:9])[CH3:8])[CH2:16][Si:17]([CH3:20])([CH3:19])[CH3:18])([CH3:4])([CH3:3])[CH3:2], predict the reactants needed to synthesize it. The reactants are: [C:1]([P:5]([C:7]([CH3:10])([CH3:9])[CH3:8])Cl)([CH3:4])([CH3:3])[CH3:2].CCCCC.[CH3:16][Si:17]([CH2:20][Li])([CH3:19])[CH3:18].[Cl-].[NH4+].